Dataset: Reaction yield outcomes from USPTO patents with 853,638 reactions. Task: Predict the reaction yield, written as a fraction of the theoretical maximum amount of product (1.0 means a 100% yield; for example, 0.34 means a 34% yield). (1) The reactants are [C@H:1]1([NH2:8])[CH2:6][CH2:5][C@H:4]([NH2:7])[CH2:3][CH2:2]1.[C:9](O[C:9]([O:11][C:12]([CH3:15])([CH3:14])[CH3:13])=[O:10])([O:11][C:12]([CH3:15])([CH3:14])[CH3:13])=[O:10]. The catalyst is C(Cl)(Cl)Cl. The product is [C:12]([O:11][C:9]([NH:7][C@H:4]1[CH2:5][CH2:6][C@H:1]([NH2:8])[CH2:2][CH2:3]1)=[O:10])([CH3:15])([CH3:14])[CH3:13]. The yield is 0.710. (2) The reactants are Cl[C:2]1[C:7]([CH:8]([CH2:13][CH2:14][CH3:15])[C:9]([O:11][CH3:12])=[O:10])=[C:6]([CH3:16])[N:5]=[C:4]([C:17]2[CH:22]=[CH:21][CH:20]=[CH:19][CH:18]=2)[N:3]=1.C(N(CC)C(C)C)(C)C.[F:32][C:33]([F:44])([F:43])[C:34]1[CH:39]=[CH:38][C:37](B(O)O)=[CH:36][CH:35]=1. The catalyst is COCCOC.O.[Pd].C1(P(C2C=CC=CC=2)C2C=CC=CC=2)C=CC=CC=1.C1(P(C2C=CC=CC=2)C2C=CC=CC=2)C=CC=CC=1.C1(P(C2C=CC=CC=2)C2C=CC=CC=2)C=CC=CC=1.C1(P(C2C=CC=CC=2)C2C=CC=CC=2)C=CC=CC=1. The product is [CH3:16][C:6]1[C:7]([CH:8]([CH2:13][CH2:14][CH3:15])[C:9]([O:11][CH3:12])=[O:10])=[C:2]([C:37]2[CH:38]=[CH:39][C:34]([C:33]([F:44])([F:43])[F:32])=[CH:35][CH:36]=2)[N:3]=[C:4]([C:17]2[CH:22]=[CH:21][CH:20]=[CH:19][CH:18]=2)[N:5]=1. The yield is 0.570. (3) The reactants are [Cl:1][C:2]1[N:7]=[CH:6][C:5]([C:8]2[CH2:9][CH2:10][C:11](=[O:14])[NH:12][N:13]=2)=[CH:4][CH:3]=1.IC.[C:17](=O)([O-])[O-].[Cs+].[Cs+]. The catalyst is CS(C)=O.ClCCl. The product is [Cl:1][C:2]1[N:7]=[CH:6][C:5]([C:8]2[CH:9]=[CH:10][C:11](=[O:14])[N:12]([CH3:17])[N:13]=2)=[CH:4][CH:3]=1. The yield is 0.790.